From a dataset of Full USPTO retrosynthesis dataset with 1.9M reactions from patents (1976-2016). Predict the reactants needed to synthesize the given product. (1) Given the product [CH3:34][N:35]([CH3:42])[CH2:36]/[CH:37]=[CH:38]/[C:39]([N:30]1[CH2:31][CH2:32][CH2:33][C@@H:28]([N:3]([CH3:2])[C:4]2[N:5]=[C:6]([NH:13][C:14]3[CH:19]=[CH:18][C:17]([C:20]([N:22]4[CH2:23][CH2:24][O:25][CH2:26][CH2:27]4)=[O:21])=[CH:16][CH:15]=3)[C:7]([C:10]([NH2:12])=[O:11])=[N:8][CH:9]=2)[CH2:29]1)=[O:40].[ClH:1], predict the reactants needed to synthesize it. The reactants are: [ClH:1].[CH3:2][N:3]([C@@H:28]1[CH2:33][CH2:32][CH2:31][NH:30][CH2:29]1)[C:4]1[N:5]=[C:6]([NH:13][C:14]2[CH:19]=[CH:18][C:17]([C:20]([N:22]3[CH2:27][CH2:26][O:25][CH2:24][CH2:23]3)=[O:21])=[CH:16][CH:15]=2)[C:7]([C:10]([NH2:12])=[O:11])=[N:8][CH:9]=1.[CH3:34][N:35]([CH3:42])[CH2:36]/[CH:37]=[CH:38]/[C:39](O)=[O:40].CCN(C(C)C)C(C)C.C1CN([P+](ON2N=NC3C=CC=CC2=3)(N2CCCC2)N2CCCC2)CC1.F[P-](F)(F)(F)(F)F. (2) Given the product [F:6][C:7]([F:18])([C:13]([O-:15])=[O:14])[C:8]([O-:10])=[O:9].[Na+:2].[Na+:2], predict the reactants needed to synthesize it. The reactants are: [OH-].[Na+:2].C(O)C.[F:6][C:7]([F:18])([C:13]([O:15]CC)=[O:14])[C:8]([O:10]CC)=[O:9]. (3) The reactants are: [Br:1][C:2]1[N:7]=[C:6]([CH:8]([OH:13])[CH2:9][CH2:10][CH2:11][CH3:12])[CH:5]=[CH:4][CH:3]=1.[C:14](OC=C)(=[O:16])[CH3:15]. Given the product [C:14]([O:13][C@@H:8]([C:6]1[CH:5]=[CH:4][CH:3]=[C:2]([Br:1])[N:7]=1)[CH2:9][CH2:10][CH2:11][CH3:12])(=[O:16])[CH3:15], predict the reactants needed to synthesize it. (4) Given the product [Br:44][C:41]1[CH:42]=[CH:43][C:38]([O:28][C:26]2[CH:25]=[CH:24][C:22]3[NH:23][C:18]([C:3]4[C:4](=[O:17])[N:5]([NH:12][CH2:13][CH:14]([CH3:15])[CH3:16])[C:6]5[C:11]([C:2]=4[OH:1])=[CH:10][CH:9]=[CH:8][CH:7]=5)=[N:19][S:20](=[O:29])(=[O:30])[C:21]=3[CH:27]=2)=[N:39][CH:40]=1, predict the reactants needed to synthesize it. The reactants are: [OH:1][C:2]1[C:11]2[C:6](=[CH:7][CH:8]=[CH:9][CH:10]=2)[N:5]([NH:12][CH2:13][CH:14]([CH3:16])[CH3:15])[C:4](=[O:17])[C:3]=1[C:18]1[NH:23][C:22]2[CH:24]=[CH:25][C:26]([OH:28])=[CH:27][C:21]=2[S:20](=[O:30])(=[O:29])[N:19]=1.C(=O)([O-])[O-].[Cs+].[Cs+].Br[C:38]1[CH:43]=[CH:42][C:41]([Br:44])=[CH:40][N:39]=1. (5) Given the product [C:1]([C:3]1[CH:8]=[CH:7][C:6]([C:9]2[CH:10]=[N:11][N:12]([C:15]3[CH:23]=[CH:22][C:18]([C:19]([NH:33][C:28]4([CH2:27][O:26][CH3:25])[CH2:32][CH2:31][CH2:30][CH2:29]4)=[O:21])=[CH:17][N:16]=3)[C:13]=2[OH:14])=[C:5]([CH3:24])[CH:4]=1)#[N:2], predict the reactants needed to synthesize it. The reactants are: [C:1]([C:3]1[CH:8]=[CH:7][C:6]([C:9]2[CH:10]=[N:11][N:12]([C:15]3[CH:23]=[CH:22][C:18]([C:19]([OH:21])=O)=[CH:17][N:16]=3)[C:13]=2[OH:14])=[C:5]([CH3:24])[CH:4]=1)#[N:2].[CH3:25][O:26][CH2:27][C:28]1([NH2:33])[CH2:32][CH2:31][CH2:30][CH2:29]1. (6) Given the product [CH3:1][O:2][C:3]1[N:4]=[CH:5][C:6]([CH2:9][NH2:10])=[CH:7][CH:8]=1, predict the reactants needed to synthesize it. The reactants are: [CH3:1][O:2][C:3]1[CH:8]=[CH:7][C:6]([C:9]#[N:10])=[CH:5][N:4]=1.B. (7) The reactants are: [C:1]([CH:5]1[CH2:14][CH2:13][C:12]2[N:11]=[C:10]([S:15]([CH2:18][C:19]#[N:20])(=[O:17])=[O:16])[C:9]([C:21]#[N:22])=[CH:8][C:7]=2[CH2:6]1)([CH3:4])([CH3:3])[CH3:2].[H-].[Na+]. Given the product [NH2:22][C:21]1[C:9]2[C:10](=[N:11][C:12]3[CH2:13][CH2:14][CH:5]([C:1]([CH3:4])([CH3:2])[CH3:3])[CH2:6][C:7]=3[CH:8]=2)[S:15](=[O:17])(=[O:16])[C:18]=1[C:19]#[N:20], predict the reactants needed to synthesize it.